Predict the reaction yield, written as a fraction of the theoretical maximum amount of product (1.0 means a 100% yield; for example, 0.34 means a 34% yield). From a dataset of Reaction yield outcomes from USPTO patents with 853,638 reactions. (1) The reactants are [CH3:1][C:2]([C:7]1[S:8][C:9]([C:12]2[CH:17]=[C:16]([NH:18][C:19]3[N:24]=[C:23]([C:25]([F:28])([F:27])[F:26])[CH:22]=[CH:21][N:20]=3)[CH:15]=[C:14]([CH3:29])[CH:13]=2)=[CH:10][N:11]=1)([CH3:6])[C:3]([OH:5])=O.C1C=CC2N(O)N=NC=2C=1.C(Cl)CCl.[CH:44]([NH:46][NH2:47])=[O:45].CCN(C(C)C)C(C)C. The catalyst is O.O1CCOCC1. The product is [CH:44]([N:46]([C:3](=[O:5])[C:2]([CH3:1])([C:7]1[S:8][C:9]([C:12]2[CH:17]=[C:16]([NH:18][C:19]3[N:24]=[C:23]([C:25]([F:28])([F:26])[F:27])[CH:22]=[CH:21][N:20]=3)[CH:15]=[C:14]([CH3:29])[CH:13]=2)=[CH:10][N:11]=1)[CH3:6])[NH2:47])=[O:45]. The yield is 0.460. (2) The reactants are [NH2:1][C:2]1[C:3]2[C:13]([O:14][CH2:15][C:16]([NH:19][C:20](=[O:28])[C:21]3[CH:26]=[CH:25][N:24]=[C:23](Br)[CH:22]=3)([CH3:18])[CH3:17])=[CH:12][CH:11]=[CH:10][C:4]=2[NH:5][S:6](=[O:9])(=[O:8])[N:7]=1.[CH2:29]([NH:31][CH2:32][CH3:33])[CH3:30].C(N(CC)CC)C.Cl. The catalyst is CC#N.O. The product is [NH2:1][C:2]1[C:3]2[C:13]([O:14][CH2:15][C:16]([NH:19][C:20](=[O:28])[C:21]3[CH:26]=[CH:25][N:24]=[C:23]([N:31]([CH2:32][CH3:33])[CH2:29][CH3:30])[CH:22]=3)([CH3:18])[CH3:17])=[CH:12][CH:11]=[CH:10][C:4]=2[NH:5][S:6](=[O:9])(=[O:8])[N:7]=1. The yield is 0.280. (3) The reactants are [Br:1][C:2]1[CH:7]=[CH:6][C:5]([C:8]2[C:12]3[CH:13]=[CH:14][C:15]([O:17][CH2:18][C:19](N(OC)C)=[O:20])=[CH:16][C:11]=3[S:10][N:9]=2)=[CH:4][CH:3]=1.[CH3:25][Mg]Br.[NH4+].[Cl-]. The catalyst is C1COCC1. The product is [Br:1][C:2]1[CH:7]=[CH:6][C:5]([C:8]2[C:12]3[CH:13]=[CH:14][C:15]([O:17][CH2:18][C:19](=[O:20])[CH3:25])=[CH:16][C:11]=3[S:10][N:9]=2)=[CH:4][CH:3]=1. The yield is 0.530. (4) The reactants are [OH-].[K+].[NH2:3][C:4]1[CH:12]=[CH:11][C:7]([C:8]([OH:10])=[O:9])=[CH:6][C:5]=1[N+:13]([O-:15])=O.Cl[O-].[Na+].N1[O:20]N=C2C=C(C(O)=O)C=CC=12.Cl.[Na+].[Cl-]. The catalyst is C(O)C.O.C(O)(=O)C.C(Cl)(Cl)Cl. The product is [N+:3]1([O-:20])[O:15][N:13]=[C:5]2[CH:6]=[C:7]([C:8]([OH:10])=[O:9])[CH:11]=[CH:12][C:4]=12. The yield is 0.888. (5) The reactants are [O:1]1[CH:5]=[CH:4][CH:3]=[C:2]1[C:6]1[O:7][C:8]([CH3:31])=[C:9]([CH2:11][O:12][C:13]2[CH:28]=[CH:27][C:16]([CH2:17][O:18][C:19]3[N:26]=[CH:25][CH:24]=[CH:23][C:20]=3[CH:21]=O)=[CH:15][C:14]=2[O:29][CH3:30])[N:10]=1.[CH2:32](P(=O)(OCC)OCC)[P:33](=[O:40])([O:37][CH2:38][CH3:39])[O:34][CH2:35][CH3:36].CN(C)C=O.[H-].[Na+]. The catalyst is O. The product is [O:1]1[CH:5]=[CH:4][CH:3]=[C:2]1[C:6]1[O:7][C:8]([CH3:31])=[C:9]([CH2:11][O:12][C:13]2[CH:28]=[CH:27][C:16]([CH2:17][O:18][C:19]3[C:20](/[CH:21]=[CH:32]/[P:33](=[O:40])([O:37][CH2:38][CH3:39])[O:34][CH2:35][CH3:36])=[CH:23][CH:24]=[CH:25][N:26]=3)=[CH:15][C:14]=2[O:29][CH3:30])[N:10]=1. The yield is 0.640. (6) The reactants are [Li+].[BH4-].CO.C([O:7][C:8](=O)[C:9]([CH3:39])([CH3:38])[CH2:10][C:11]1[CH:16]=[CH:15][CH:14]=[C:13]([C:17]2([C:23]3[CH:28]=[CH:27][CH:26]=[C:25]([CH2:29][C:30]([C:33](OCC)=[O:34])([CH3:32])[CH3:31])[CH:24]=3)[S:22][CH2:21][CH2:20][CH2:19][S:18]2)[CH:12]=1)C.[NH4+].[Cl-]. The catalyst is C(Cl)Cl. The product is [OH:7][CH2:8][C:9]([CH3:39])([CH3:38])[CH2:10][C:11]1[CH:12]=[C:13]([C:17]2([C:23]3[CH:24]=[C:25]([CH2:29][C:30]([CH3:32])([CH3:31])[CH2:33][OH:34])[CH:26]=[CH:27][CH:28]=3)[S:18][CH2:19][CH2:20][CH2:21][S:22]2)[CH:14]=[CH:15][CH:16]=1. The yield is 0.850.